Dataset: Catalyst prediction with 721,799 reactions and 888 catalyst types from USPTO. Task: Predict which catalyst facilitates the given reaction. (1) Reactant: C([C:6]1[CH:16]=[CH:15][C:9]([CH:10]=[CH:11][C:12]([OH:14])=O)=[CH:8][C:7]=1[O:17][CH3:18])(=O)CCC.CN(C=[O:23])C.[C:24](Cl)(=[O:28])[C:25](Cl)=O.[NH2:30][C:31]1[S:32][CH:33]=[C:34]([C:36]2[CH:41]=[CH:40][C:39]([Br:42])=[CH:38][CH:37]=2)[N:35]=1.N1[CH:48]=[CH:47]C=CC=1. Product: [Br:42][C:39]1[CH:38]=[CH:37][C:36]([C:34]2[N:35]=[C:31]([NH:30][C:12]([CH:11]=[CH:10][C:9]3[CH:15]=[CH:16][C:6]([O:23][C:24](=[O:28])[CH2:25][CH2:47][CH3:48])=[C:7]([O:17][CH3:18])[CH:8]=3)=[O:14])[S:32][CH:33]=2)=[CH:41][CH:40]=1. The catalyst class is: 4. (2) Reactant: [F:1][C:2]1[CH:3]=[C:4]([CH:7]=[C:8]([F:10])[CH:9]=1)[C:5]#[N:6].C([Li])CCC.[C:16](=[O:18])=[O:17]. Product: [C:5]([C:4]1[CH:3]=[C:2]([F:1])[C:9]([C:16]([OH:18])=[O:17])=[C:8]([F:10])[CH:7]=1)#[N:6]. The catalyst class is: 1. (3) Reactant: [OH:1][CH:2]1[CH2:7][CH2:6][N:5]([C:8]([O:10][C:11]([CH3:14])([CH3:13])[CH3:12])=[O:9])[CH2:4][CH2:3]1.[H-].[Na+].[Cl:17][C:18]1[N:23]=[C:22](Cl)[CH:21]=[CH:20][N:19]=1. Product: [Cl:17][C:18]1[N:23]=[C:22]([O:1][CH:2]2[CH2:3][CH2:4][N:5]([C:8]([O:10][C:11]([CH3:14])([CH3:13])[CH3:12])=[O:9])[CH2:6][CH2:7]2)[CH:21]=[CH:20][N:19]=1. The catalyst class is: 39. (4) Reactant: O.[SH-:2].[Na+].[CH2:4]([N:11]1[C:16](=[O:17])[CH:15]=[C:14](Cl)[NH:13][C:12]1=[O:19])[C:5]1[CH:10]=[CH:9][CH:8]=[CH:7][CH:6]=1.[CH3:20][O:21][CH:22]([O:25][CH3:26])[CH2:23]Br. Product: [CH2:4]([N:11]1[C:16](=[O:17])[CH:15]=[C:14]([S:2][CH2:23][CH:22]([O:25][CH3:26])[O:21][CH3:20])[NH:13][C:12]1=[O:19])[C:5]1[CH:10]=[CH:9][CH:8]=[CH:7][CH:6]=1. The catalyst class is: 9. (5) Reactant: C(OC(=O)[NH:7][CH2:8][C:9]([N:11]1[CH2:16][CH:15]=[C:14]([C:17]2[C:26]3[C:21](=[CH:22][CH:23]=[C:24]([O:27][CH3:28])[N:25]=3)[N:20]=[CH:19][CH:18]=2)[CH2:13][CH2:12]1)=[O:10])(C)(C)C.[ClH:30]. Product: [ClH:30].[ClH:30].[NH2:7][CH2:8][C:9]([N:11]1[CH2:12][CH:13]=[C:14]([C:17]2[C:26]3[C:21](=[CH:22][CH:23]=[C:24]([O:27][CH3:28])[N:25]=3)[N:20]=[CH:19][CH:18]=2)[CH2:15][CH2:16]1)=[O:10]. The catalyst class is: 71. (6) Reactant: [CH2:1]([O:9][C:10]1[CH:11]=[C:12]([C:16]2[CH:17]=[N:18][CH:19]=[CH:20][CH:21]=2)[CH:13]=[CH:14][CH:15]=1)[CH2:2][CH2:3][CH2:4][CH2:5][CH2:6][CH2:7][CH3:8].Cl. Product: [CH2:1]([O:9][C:10]1[CH:11]=[C:12]([CH:16]2[CH2:21][CH2:20][CH2:19][NH:18][CH2:17]2)[CH:13]=[CH:14][CH:15]=1)[CH2:2][CH2:3][CH2:4][CH2:5][CH2:6][CH2:7][CH3:8]. The catalyst class is: 458. (7) Reactant: [CH3:1][S:2]([C:5]1[CH:10]=[CH:9][C:8]([C:11]2[N:16]=[CH:15][C:14]([CH2:17][NH:18][CH:19]3[CH2:24][CH2:23][N:22]([C:25]([O:27][C:28]([CH3:31])([CH3:30])[CH3:29])=[O:26])[CH2:21][CH2:20]3)=[CH:13][CH:12]=2)=[CH:7][CH:6]=1)(=[O:4])=[O:3].[CH2:32]([N:34](C(C)C)C(C)C)[CH3:33].ICC#N. Product: [C:32]([CH2:33][N:18]([CH2:17][C:14]1[CH:15]=[N:16][C:11]([C:8]2[CH:9]=[CH:10][C:5]([S:2]([CH3:1])(=[O:3])=[O:4])=[CH:6][CH:7]=2)=[CH:12][CH:13]=1)[CH:19]1[CH2:24][CH2:23][N:22]([C:25]([O:27][C:28]([CH3:31])([CH3:30])[CH3:29])=[O:26])[CH2:21][CH2:20]1)#[N:34]. The catalyst class is: 23.